This data is from Forward reaction prediction with 1.9M reactions from USPTO patents (1976-2016). The task is: Predict the product of the given reaction. (1) The product is: [C:1]([O:5][C:6](=[O:15])[N:7]([CH2:25][C:21]1[CH:22]=[CH:23][CH:24]=[C:19]([Br:18])[N:20]=1)[C:8]1[CH:9]=[CH:10][C:11]([F:14])=[CH:12][CH:13]=1)([CH3:4])([CH3:2])[CH3:3]. Given the reactants [C:1]([O:5][C:6](=[O:15])[NH:7][C:8]1[CH:13]=[CH:12][C:11]([F:14])=[CH:10][CH:9]=1)([CH3:4])([CH3:3])[CH3:2].[H-].[Na+].[Br:18][C:19]1[CH:24]=[CH:23][CH:22]=[C:21]([CH2:25]Cl)[N:20]=1.C(OCC)(=O)C, predict the reaction product. (2) Given the reactants [CH:1]1[CH:2]=[CH:3][C:4]([CH:7]([S:33]([OH:36])(=[O:35])=[O:34])[C:8]([NH:10][C@@H:11]2[C:14](=[O:15])[N:13]3[C:16]([C:30]([OH:32])=[O:31])=[C:17]([CH2:20][N+:21]4[CH:22]=[CH:23][C:24]([C:27]([NH2:29])=[O:28])=[CH:25][CH:26]=4)[CH2:18][S:19][C@H:12]23)=[O:9])=[CH:5][CH:6]=1.C([O-])(=O)C.[Na+:41], predict the reaction product. The product is: [CH:1]1[CH:2]=[CH:3][C:4]([CH:7]([S:33]([O-:36])(=[O:34])=[O:35])[C:8]([NH:10][C@@H:11]2[C:14](=[O:15])[N:13]3[C:16]([C:30]([O-:32])=[O:31])=[C:17]([CH2:20][N+:21]4[CH:26]=[CH:25][C:24]([C:27]([NH2:29])=[O:28])=[CH:23][CH:22]=4)[CH2:18][S:19][C@H:12]23)=[O:9])=[CH:5][CH:6]=1.[Na+:41]. (3) The product is: [NH2:2][C:3]1[C:8]([CH:16]=[CH2:19])=[C:7]([C:10]([O:12][CH3:13])=[O:11])[N:6]=[C:5]([S:14][CH3:15])[N:4]=1. Given the reactants O.[NH2:2][C:3]1[C:8](Cl)=[C:7]([C:10]([O:12][CH3:13])=[O:11])[N:6]=[C:5]([S:14][CH3:15])[N:4]=1.[CH2:16]([CH2:19]OC)OC, predict the reaction product. (4) Given the reactants Cl[C:2]1[NH:6][C:5]2[CH:7]=[C:8]([C:11]([F:14])([F:13])[F:12])[CH:9]=[CH:10][C:4]=2[N:3]=1.[Cl:15][C:16]1[CH:17]=[C:18]([C:29]([OH:32])([CH3:31])[CH3:30])[CH:19]=[N:20][C:21]=1[N:22]1[CH2:27][CH2:26][NH:25][C@H:24]([CH3:28])[CH2:23]1, predict the reaction product. The product is: [Cl:15][C:16]1[CH:17]=[C:18]([C:29]([OH:32])([CH3:31])[CH3:30])[CH:19]=[N:20][C:21]=1[N:22]1[CH2:27][CH2:26][N:25]([C:2]2[NH:3][C:4]3[CH:10]=[CH:9][C:8]([C:11]([F:14])([F:13])[F:12])=[CH:7][C:5]=3[N:6]=2)[C@H:24]([CH3:28])[CH2:23]1.